The task is: Predict the product of the given reaction.. This data is from Forward reaction prediction with 1.9M reactions from USPTO patents (1976-2016). (1) Given the reactants [CH2:1]([C:3]1[C:7]2[CH:8]=[CH:9][C:10]([C:12]([OH:14])=O)=[CH:11][C:6]=2[O:5][N:4]=1)[CH3:2].C1N=CN(C(N2C=NC=C2)=O)C=1.[CH2:27]([O:29][C:30](=[O:35])[CH2:31]C([O-])=O)[CH3:28].[K+].C(N(CC)CC)C.[Mg+2].[Cl-].[Cl-], predict the reaction product. The product is: [CH2:1]([C:3]1[C:7]2[CH:8]=[CH:9][C:10]([C:12](=[O:14])[CH2:31][C:30]([O:29][CH2:27][CH3:28])=[O:35])=[CH:11][C:6]=2[O:5][N:4]=1)[CH3:2]. (2) Given the reactants BrCC1C=CC=CC=1[C:9]1[C:10]2[C:15]([N:16]=[C:17]3[C:22]=1[CH:21]=[CH:20][CH:19]=[CH:18]3)=[CH:14][CH:13]=[CH:12][CH:11]=2.[Br-].C([N+]1C=CC(C2C=C[NH+]=CC=2)=CC=1)CCC.[Br-], predict the reaction product. The product is: [CH:11]1[C:10]2[C:15](=[N:16][C:17]3[C:22]([CH:9]=2)=[CH:21][CH:20]=[CH:19][CH:18]=3)[CH:14]=[CH:13][CH:12]=1. (3) Given the reactants [Br:1]N1C(=O)CCC1=O.[CH3:9][C@H:10]([O:13][C:14]1[N:22]=[C:21]2[C:17]([N:18]=[CH:19][N:20]2[CH:23]2[CH2:28][CH2:27][CH2:26][CH2:25][O:24]2)=[C:16]([NH2:29])[N:15]=1)[CH2:11][CH3:12], predict the reaction product. The product is: [Br:1][C:19]1[N:20]([CH:23]2[CH2:28][CH2:27][CH2:26][CH2:25][O:24]2)[C:21]2[C:17]([N:18]=1)=[C:16]([NH2:29])[N:15]=[C:14]([O:13][C@@H:10]([CH3:9])[CH2:11][CH3:12])[N:22]=2.